This data is from Forward reaction prediction with 1.9M reactions from USPTO patents (1976-2016). The task is: Predict the product of the given reaction. (1) Given the reactants N[C@H]([C:5](O)=[O:6])C[SeH].[Li]CCCC.[Si:13]([O:20][C:21]1[CH:26]=[CH:25][CH:24]=[CH:23][C:22]=1[F:27])([C:16]([CH3:19])([CH3:18])[CH3:17])([CH3:15])[CH3:14].CN(CCN(C)C)C.CN(C=O)C.Cl, predict the reaction product. The product is: [Si:13]([O:20][C:21]1[C:22]([F:27])=[C:23]([CH:24]=[CH:25][CH:26]=1)[CH:5]=[O:6])([C:16]([CH3:19])([CH3:18])[CH3:17])([CH3:15])[CH3:14]. (2) The product is: [CH:1]([C:4]1[CH:5]=[CH:6][C:7]([CH2:10][C:11]([N:28]2[CH2:27][CH2:26][C:25]3[C:30](=[C:21]([N:18]4[CH2:17][CH2:16][N:15]([CH3:14])[CH2:20][CH2:19]4)[CH:22]=[CH:23][CH:24]=3)[CH2:29]2)=[O:13])=[CH:8][CH:9]=1)([CH3:2])[CH3:3]. Given the reactants [CH:1]([C:4]1[CH:9]=[CH:8][C:7]([CH2:10][C:11]([OH:13])=O)=[CH:6][CH:5]=1)([CH3:3])[CH3:2].[CH3:14][N:15]1[CH2:20][CH2:19][N:18]([C:21]2[CH:22]=[CH:23][CH:24]=[C:25]3[C:30]=2[CH2:29][NH:28][CH2:27][CH2:26]3)[CH2:17][CH2:16]1.CN(C(ON1N=NC2C=CC=NC1=2)=[N+](C)C)C.F[P-](F)(F)(F)(F)F, predict the reaction product. (3) Given the reactants C([NH:4][C:5]1[CH:6]=[C:7]2[C:12](=[CH:13][CH:14]=1)[N:11]=[C:10]([CH3:15])[CH:9]=[C:8]2OC)(=O)C.[CH3:18][NH:19][CH3:20], predict the reaction product. The product is: [CH3:18][N:19]([CH3:20])[C:8]1[C:7]2[C:12](=[CH:13][CH:14]=[C:5]([NH2:4])[CH:6]=2)[N:11]=[C:10]([CH3:15])[CH:9]=1. (4) Given the reactants Br[C:2]1[CH:3]=[C:4]([NH:8][CH:9]([C:13]2[CH:18]=[CH:17][CH:16]=[CH:15][CH:14]=2)[C:10]([NH2:12])=[O:11])[CH:5]=[N:6][CH:7]=1.C([O-])([O-])=O.[K+].[K+].[NH:25]1[C:33]2[C:28](=[CH:29][C:30](B3OC(C)(C)C(C)(C)O3)=[CH:31][CH:32]=2)[CH:27]=[N:26]1, predict the reaction product. The product is: [NH:25]1[C:33]2[C:28](=[CH:29][C:30]([C:2]3[CH:3]=[C:4]([NH:8][CH:9]([C:13]4[CH:18]=[CH:17][CH:16]=[CH:15][CH:14]=4)[C:10]([NH2:12])=[O:11])[CH:5]=[N:6][CH:7]=3)=[CH:31][CH:32]=2)[CH:27]=[N:26]1. (5) Given the reactants Br[C:2]1[CH:3]=[CH:4][C:5]([F:18])=[C:6]([C@:8]2([CH2:16][F:17])[C@@H:14]3[C@@H:12]([CH2:13]3)[O:11][C:10]([NH2:15])=[N:9]2)[CH:7]=1.[N-:19]=[N+]=[N-].[Na+].CN[C@@H]1CCCC[C@H]1NC.[NH4+].[Cl-].[OH-].[NH4+].CP(C)C, predict the reaction product. The product is: [NH2:19][C:2]1[CH:3]=[CH:4][C:5]([F:18])=[C:6]([C@:8]2([CH2:16][F:17])[C@@H:14]3[C@@H:12]([CH2:13]3)[O:11][C:10]([NH2:15])=[N:9]2)[CH:7]=1. (6) Given the reactants Br[C:2]1[CH:3]=[N:4][CH:5]=[C:6]2[C:11]=1[N:10]=[C:9]([C:12]([N:14]1[CH2:17][CH:16]([O:18][CH3:19])[CH2:15]1)=[O:13])[CH:8]=[CH:7]2.[CH3:20][N:21]1[CH:25]=[CH:24][C:23]([C:26]2[CH:31]=[CH:30][C:29](B3OC(C)(C)C(C)(C)O3)=[CH:28][CH:27]=2)=[N:22]1.[O-]P([O-])([O-])=O.[K+].[K+].[K+], predict the reaction product. The product is: [CH3:19][O:18][CH:16]1[CH2:17][N:14]([C:12]([C:9]2[CH:8]=[CH:7][C:6]3[C:11](=[C:2]([C:29]4[CH:28]=[CH:27][C:26]([C:23]5[CH:24]=[CH:25][N:21]([CH3:20])[N:22]=5)=[CH:31][CH:30]=4)[CH:3]=[N:4][CH:5]=3)[N:10]=2)=[O:13])[CH2:15]1. (7) Given the reactants [CH2:1]([N:3]([CH2:14][CH2:15][NH:16][C:17]([C:19]1[CH:28]=[CH:27][C:26]2[C:21](=[CH:22][CH:23]=[C:24]([I:29])[CH:25]=2)[N:20]=1)=[O:18])[CH2:4][CH2:5][O:6][C:7]1[C:8]([F:13])=[N:9][CH:10]=[CH:11][CH:12]=1)[CH3:2].[ClH:30].Cl.C(N(CCNC(C1C=NC2C(=CC=C(I)C=2)N=1)=O)CCOC1C(F)=NC=CC=1)C, predict the reaction product. The product is: [ClH:30].[ClH:30].[CH2:1]([N:3]([CH2:14][CH2:15][NH:16][C:17]([C:19]1[CH:28]=[CH:27][C:26]2[C:21](=[CH:22][CH:23]=[C:24]([I:29])[CH:25]=2)[N:20]=1)=[O:18])[CH2:4][CH2:5][O:6][C:7]1[C:8]([F:13])=[N:9][CH:10]=[CH:11][CH:12]=1)[CH3:2].